This data is from Reaction yield outcomes from USPTO patents with 853,638 reactions. The task is: Predict the reaction yield, written as a fraction of the theoretical maximum amount of product (1.0 means a 100% yield; for example, 0.34 means a 34% yield). (1) The reactants are [NH2:1][OH:2].O.[CH3:4][N:5]1[CH:9]=[C:8]([S:10](Cl)(=[O:12])=[O:11])[CH:7]=[N:6]1.S(Cl)(Cl)(=O)=O. The catalyst is O1CCCC1.ClCCl. The product is [OH:2][NH:1][S:10]([C:8]1[CH:7]=[N:6][N:5]([CH3:4])[CH:9]=1)(=[O:12])=[O:11]. The yield is 0.650. (2) The reactants are Cl.[NH2:2][C@@H:3]([C:7]12[CH2:16][CH:11]3[CH2:12][CH:13]([CH2:15][C:9]([OH:17])([CH2:10]3)[CH2:8]1)[CH2:14]2)[C:4]([OH:6])=[O:5].[OH-].[Na+].Cl[C:21]([O:23][CH2:24][C:25]1[CH:30]=[CH:29][CH:28]=[CH:27][CH:26]=1)=[O:22]. The catalyst is O. The product is [CH2:24]([O:23][C:21]([NH:2][C@@H:3]([C:7]12[CH2:16][CH:11]3[CH2:12][CH:13]([CH2:15][C:9]([OH:17])([CH2:10]3)[CH2:8]1)[CH2:14]2)[C:4]([OH:6])=[O:5])=[O:22])[C:25]1[CH:30]=[CH:29][CH:28]=[CH:27][CH:26]=1. The yield is 0.950. (3) The reactants are [C:1](OC(=O)COC1C=CC(Cl)=CC=1C#CC1C=CC=C(S(CCC)(=O)=O)C=1)(C)(C)[CH3:2].Br[C:32]1[CH:37]=[CH:36][C:35]([S:38]([CH3:41])(=[O:40])=[O:39])=[CH:34][C:33]=1[N+:42]([O-:44])=[O:43].C(B1OC(C)(C)C(C)(C)O1)=C. No catalyst specified. The product is [CH3:41][S:38]([C:35]1[CH:36]=[CH:37][C:32]([CH:1]=[CH2:2])=[C:33]([N+:42]([O-:44])=[O:43])[CH:34]=1)(=[O:40])=[O:39]. The yield is 1.00. (4) The reactants are [NH:1]1[C:9]2[C:4](=[CH:5][CH:6]=[CH:7][CH:8]=2)[CH:3]=[C:2]1[C:10]([CH3:17])([CH3:16])[C:11]([O:13][CH2:14][CH3:15])=[O:12].[N+:18]([O-])([O-:20])=[O:19].[Na+]. The catalyst is S(=O)(=O)(O)O. The product is [CH3:17][C:10]([C:2]1[NH:1][C:9]2[C:4]([CH:3]=1)=[CH:5][C:6]([N+:18]([O-:20])=[O:19])=[CH:7][CH:8]=2)([CH3:16])[C:11]([O:13][CH2:14][CH3:15])=[O:12]. The yield is 0.570. (5) The reactants are [CH3:1][O:2][C:3]1[CH:4]=[C:5]2[O:9][C:8]([C:10]3[CH:15]=[CH:14][CH:13]=[CH:12][CH:11]=3)=[N:7][C:6]2=[C:16]([C:18]([OH:20])=O)[CH:17]=1.Cl.C(N=C=NCCCN(C)C)C.ON1C2C=CC=CC=2N=N1.Cl.Cl.[NH2:45][C@H:46]1[CH:51]2[CH2:52][CH2:53][N:48]([CH2:49][CH2:50]2)[CH2:47]1.C(N(CC)CC)C. The catalyst is CN(C=O)C.ClCCl. The product is [N:48]12[CH2:53][CH2:52][CH:51]([CH2:50][CH2:49]1)[C@H:46]([NH:45][C:18]([C:16]1[CH:17]=[C:3]([O:2][CH3:1])[CH:4]=[C:5]3[O:9][C:8]([C:10]4[CH:11]=[CH:12][CH:13]=[CH:14][CH:15]=4)=[N:7][C:6]=13)=[O:20])[CH2:47]2. The yield is 0.760. (6) The reactants are Br[CH2:2][C:3]1[CH:8]=[CH:7][CH:6]=[CH:5][C:4]=1[F:9].[NH2:10][C:11]([C@@H:13]1[CH2:17][CH2:16][C@H:15]([C:18]2[CH:23]=[CH:22][C:21]([OH:24])=[CH:20][CH:19]=2)[N:14]1[C:25]([O:27][C:28]([CH3:31])([CH3:30])[CH3:29])=[O:26])=[O:12].C(=O)([O-])[O-].[K+].[K+].C(OCC)(=O)C. The product is [NH2:10][C:11]([C@@H:13]1[CH2:17][CH2:16][C@H:15]([C:18]2[CH:23]=[CH:22][C:21]([O:24][CH2:2][C:3]3[CH:8]=[CH:7][CH:6]=[CH:5][C:4]=3[F:9])=[CH:20][CH:19]=2)[N:14]1[C:25]([O:27][C:28]([CH3:31])([CH3:30])[CH3:29])=[O:26])=[O:12]. The yield is 0.850. The catalyst is C(#N)C.O. (7) The reactants are C(OC(=O)[NH:7][CH2:8][CH2:9][NH:10][C:11](=[O:37])[CH2:12][C@@H:13]1[N:19]=[C:18]([C:20]2[CH:25]=[CH:24][C:23]([Cl:26])=[CH:22][CH:21]=2)[C:17]2[CH:27]=[C:28]([O:31][CH3:32])[CH:29]=[CH:30][C:16]=2[N:15]2[C:33]([CH3:36])=[N:34][N:35]=[C:14]12)(C)(C)C.C(O)(C(F)(F)F)=O.[OH-].[K+]. The catalyst is C(Cl)Cl. The product is [NH2:7][CH2:8][CH2:9][NH:10][C:11](=[O:37])[CH2:12][C@@H:13]1[N:19]=[C:18]([C:20]2[CH:21]=[CH:22][C:23]([Cl:26])=[CH:24][CH:25]=2)[C:17]2[CH:27]=[C:28]([O:31][CH3:32])[CH:29]=[CH:30][C:16]=2[N:15]2[C:33]([CH3:36])=[N:34][N:35]=[C:14]12. The yield is 0.746.